This data is from Retrosynthesis with 50K atom-mapped reactions and 10 reaction types from USPTO. The task is: Predict the reactants needed to synthesize the given product. (1) Given the product CC1(C)CCC2(Cc3ccc(Cl)cc3)OC12CO, predict the reactants needed to synthesize it. The reactants are: COC(=O)C12OC1(Cc1ccc(Cl)cc1)CCC2(C)C. (2) Given the product COC(=O)[C@H](Cc1ccc(Br)cn1)NC(=O)OC(C)(C)C, predict the reactants needed to synthesize it. The reactants are: Brc1ccc(Br)nc1.COC(=O)[C@H](CI)NC(=O)OC(C)(C)C.